This data is from Full USPTO retrosynthesis dataset with 1.9M reactions from patents (1976-2016). The task is: Predict the reactants needed to synthesize the given product. (1) Given the product [N:1]1([CH2:11][CH2:12][OH:13])[C:10]2[C:5](=[CH:6][CH:7]=[CH:8][CH:9]=2)[CH2:4][CH2:3][CH2:2]1, predict the reactants needed to synthesize it. The reactants are: [N:1]1([CH2:11][C:12](OC)=[O:13])[C:10]2[C:5](=[CH:6][CH:7]=[CH:8][CH:9]=2)[CH2:4][CH2:3][CH2:2]1.[BH4-].[Li+]. (2) Given the product [Cl:1][C:2]1[C:3]([C:8]2[CH:9]=[C:10]3[C:14](=[C:15]([O:17][CH2:18][CH2:19][C:20]4[CH:25]=[CH:24][CH:23]=[CH:22][N:21]=4)[CH:16]=2)[NH:13][N:12]=[C:11]3[NH:26][C:27]2[S:28][C:31]([CH2:32][C:33]([O:35][CH2:36][CH3:37])=[O:34])=[CH:38][N:29]=2)=[N:4][CH:5]=[CH:6][CH:7]=1, predict the reactants needed to synthesize it. The reactants are: [Cl:1][C:2]1[C:3]([C:8]2[CH:9]=[C:10]3[C:14](=[C:15]([O:17][CH2:18][CH2:19][C:20]4[CH:25]=[CH:24][CH:23]=[CH:22][N:21]=4)[CH:16]=2)[NH:13][N:12]=[C:11]3[NH:26][C:27]([NH2:29])=[S:28])=[N:4][CH:5]=[CH:6][CH:7]=1.Br[CH:31]([CH:38]=O)[CH2:32][C:33]([O:35][CH2:36][CH3:37])=[O:34].C(=O)([O-])O.[Na+]. (3) Given the product [CH:22]1([NH:25][C:5]2[N:6]=[CH:7][C:8]3[CH2:14][N:13]([C:15]([O:17][C:18]([CH3:21])([CH3:20])[CH3:19])=[O:16])[CH2:12][CH2:11][C:9]=3[N:10]=2)[CH2:24][CH2:23]1, predict the reactants needed to synthesize it. The reactants are: CS([C:5]1[N:6]=[CH:7][C:8]2[CH2:14][N:13]([C:15]([O:17][C:18]([CH3:21])([CH3:20])[CH3:19])=[O:16])[CH2:12][CH2:11][C:9]=2[N:10]=1)(=O)=O.[CH:22]1([NH2:25])[CH2:24][CH2:23]1. (4) The reactants are: Cl[C:2]1[C:7]2[CH:8]=[CH:9][O:10][C:6]=2[C:5]([CH2:11][C:12]([NH2:14])=[O:13])=[CH:4][N:3]=1.C(CN)O.[CH3:19][N:20](C)[CH:21]=O. Given the product [CH3:19][N:20]([CH3:21])[C:2]1[C:7]2[CH:8]=[CH:9][O:10][C:6]=2[C:5]([CH2:11][C:12]([NH2:14])=[O:13])=[CH:4][N:3]=1, predict the reactants needed to synthesize it.